From a dataset of Reaction yield outcomes from USPTO patents with 853,638 reactions. Predict the reaction yield, written as a fraction of the theoretical maximum amount of product (1.0 means a 100% yield; for example, 0.34 means a 34% yield). (1) The reactants are [C:1]([NH:5][C:6](=O)[C:7](=[N:11][NH:12][C:13]1[CH:18]=[CH:17][CH:16]=[CH:15][CH:14]=1)[C:8](=O)[CH3:9])([CH3:4])([CH3:3])[CH3:2].NC1C=CC=CC=1.C(NC(=O)CC(C)=O)(C)(C)C.O.[NH2:39][NH2:40]. The catalyst is C(O)C. The product is [C:1]([NH:5][C:6]1[C:7](=[N:11][NH:12][C:13]2[CH:18]=[CH:17][CH:16]=[CH:15][CH:14]=2)[C:8]([CH3:9])=[N:40][N:39]=1)([CH3:4])([CH3:3])[CH3:2]. The yield is 0.430. (2) The reactants are [CH2:1]([O:3][C:4]1[CH:5]=[C:6]([CH:9]=[C:10]([O:13][CH2:14][CH3:15])[C:11]=1I)[CH:7]=[O:8])[CH3:2].[F:16][C:17]1[CH:22]=[CH:21][C:20](B(O)O)=[CH:19][CH:18]=1.[O-]P([O-])([O-])=O.[K+].[K+].[K+].C1(P(C2CCCCC2)C2CCCCC2)CCCCC1.O=O. The catalyst is C1(C)C=CC=CC=1.C([O-])(=O)C.[Pd+2].C([O-])(=O)C.O. The product is [CH2:1]([O:3][C:4]1[CH:5]=[C:6]([CH:7]=[O:8])[CH:9]=[C:10]([O:13][CH2:14][CH3:15])[C:11]=1[C:20]1[CH:21]=[CH:22][C:17]([F:16])=[CH:18][CH:19]=1)[CH3:2]. The yield is 0.830. (3) The reactants are [NH2:1][C@:2]12[CH2:37][CH2:36][C@@H:35]([C:38]([CH3:40])=[CH2:39])[C@@H:3]1[C@@H:4]1[C@@:17]([CH3:20])([CH2:18][CH2:19]2)[C@@:16]2([CH3:21])[C@@H:7]([C@:8]3([CH3:34])[C@@H:13]([CH2:14][CH2:15]2)[C:12]([CH3:23])([CH3:22])[C:11]([C:24]2[CH:33]=[CH:32][C:27]([C:28]([O:30]C)=[O:29])=[CH:26][CH:25]=2)=[CH:10][CH2:9]3)[CH2:6][CH2:5]1.CN(C)CCC(N[C@]12CC[C@@H](C(C)=C)[C@@H]1[C@@H]1[C@@](C)(CC2)[C@@]2(C)[C@@H]([C@]3(C)[C@@H](CC2)C(C)(C)C(C2C=CC(C(O)=O)=CC=2)=CC3)CC1)=O.[CH:87]([N:90]1[CH2:95][CH2:94][N:93]([CH2:96][C:97]([OH:99])=O)[CH2:92][CH2:91]1)([CH3:89])[CH3:88]. No catalyst specified. The product is [CH:87]([N:90]1[CH2:91][CH2:92][N:93]([CH2:96][C:97]([NH:1][C@:2]23[CH2:37][CH2:36][C@@H:35]([C:38]([CH3:40])=[CH2:39])[C@@H:3]2[C@@H:4]2[C@@:17]([CH3:20])([CH2:18][CH2:19]3)[C@@:16]3([CH3:21])[C@@H:7]([C@:8]4([CH3:34])[C@@H:13]([CH2:14][CH2:15]3)[C:12]([CH3:23])([CH3:22])[C:11]([C:24]3[CH:25]=[CH:26][C:27]([C:28]([OH:30])=[O:29])=[CH:32][CH:33]=3)=[CH:10][CH2:9]4)[CH2:6][CH2:5]2)=[O:99])[CH2:94][CH2:95]1)([CH3:88])[CH3:89]. The yield is 0.220. (4) The reactants are [CH3:1][C:2]1[CH:3]=[CH:4][CH:5]=[CH:6][C:7]=1[NH2:8].CCN(CC)CC.[CH3:16][C:17]([CH3:22])([CH3:21])[C:18](Cl)=[O:19]. The catalyst is C(Cl)Cl. The product is [C:2]1([CH3:1])[CH:3]=[CH:4][CH:5]=[CH:6][C:7]=1[NH:8][C:18](=[O:19])[C:17]([CH3:22])([CH3:21])[CH3:16]. The yield is 0.910. (5) The reactants are [CH2:1]([O:3][C:4](=[O:8])[C@@H:5]1[O:7][CH2:6]1)[CH3:2].[Cl-].[NH4+].[N-:11]=[N+:12]=[N-:13].[Na+]. The catalyst is CN(C=O)C. The product is [CH2:1]([O:3][C:4](=[O:8])[C@H:5]([OH:7])[CH2:6][N:11]=[N+:12]=[N-:13])[CH3:2]. The yield is 0.690.